This data is from Reaction yield outcomes from USPTO patents with 853,638 reactions. The task is: Predict the reaction yield, written as a fraction of the theoretical maximum amount of product (1.0 means a 100% yield; for example, 0.34 means a 34% yield). (1) The reactants are [CH3:1][C:2]1[CH:6]=[C:5]([CH2:7][OH:8])[N:4]([CH:9]([CH3:11])[CH3:10])[N:3]=1.[Cr](Cl)([O-])(=O)=O.[NH+]1C=CC=CC=1. The catalyst is ClCCl. The product is [CH3:1][C:2]1[CH:6]=[C:5]([CH:7]=[O:8])[N:4]([CH:9]([CH3:11])[CH3:10])[N:3]=1. The yield is 0.590. (2) The reactants are F[C:2]1[CH:3]=[C:4]([CH:7]=[CH:8][C:9]=1[N+:10]([O-:12])=[O:11])[C:5]#[N:6].[C:13]1([C@@H:19]([NH2:21])[CH3:20])[CH:18]=[CH:17][CH:16]=[CH:15][CH:14]=1.C([O-])([O-])=O.[K+].[K+]. The catalyst is C1COCC1.C(Cl)Cl. The product is [N+:10]([C:9]1[CH:8]=[CH:7][C:4]([C:5]#[N:6])=[CH:3][C:2]=1[NH:21][C@H:19]([C:13]1[CH:18]=[CH:17][CH:16]=[CH:15][CH:14]=1)[CH3:20])([O-:12])=[O:11]. The yield is 1.00. (3) The catalyst is C(O)(C)C. The product is [Cl:8][C:4]1[CH:5]=[CH:6][CH:7]=[C:2]([Cl:1])[C:3]=1[C:9]1[S:10][C:11]2[C:12]([NH:38][C:28]3[CH:29]=[C:24]([CH3:25])[N:23]=[CH:26][N:27]=3)=[N:13][CH:14]=[C:15]([F:18])[C:16]=2[N:17]=1. The yield is 0.590. The reactants are [Cl:1][C:2]1[CH:7]=[CH:6][CH:5]=[C:4]([Cl:8])[C:3]=1[C:9]1[S:10][C:11]2[CH:12]=[N:13][CH:14]=[C:15]([F:18])[C:16]=2[N:17]=1.ClC1C=CC=C(Cl)C=1C(Cl)=[N:23][C:24]1[C:29](F)=[CH:28][N:27]=[CH:26][C:25]=1F.[NH2:38]C(N)=S.N1C=CC=CC=1.CCN(CC)CC.